This data is from Forward reaction prediction with 1.9M reactions from USPTO patents (1976-2016). The task is: Predict the product of the given reaction. Given the reactants [CH2:1]1[C:3]2([CH2:11][NH:10][CH2:9][C:4]32[O:8][CH2:7][CH2:6][O:5]3)[CH2:2]1.Br[CH2:13][CH2:14][CH2:15][OH:16].C([O-])([O-])=O.[K+].[K+], predict the reaction product. The product is: [OH:16][CH2:15][CH2:14][CH2:13][N:10]1[CH2:11][C:3]2([CH2:1][CH2:2]2)[C:4]2([O:5][CH2:6][CH2:7][O:8]2)[CH2:9]1.